Dataset: NCI-60 drug combinations with 297,098 pairs across 59 cell lines. Task: Regression. Given two drug SMILES strings and cell line genomic features, predict the synergy score measuring deviation from expected non-interaction effect. Drug 2: CCC(=C(C1=CC=CC=C1)C2=CC=C(C=C2)OCCN(C)C)C3=CC=CC=C3.C(C(=O)O)C(CC(=O)O)(C(=O)O)O. Drug 1: C1=C(C(=O)NC(=O)N1)F. Cell line: NCI/ADR-RES. Synergy scores: CSS=21.9, Synergy_ZIP=-12.3, Synergy_Bliss=-12.1, Synergy_Loewe=-14.1, Synergy_HSA=-13.2.